Dataset: Full USPTO retrosynthesis dataset with 1.9M reactions from patents (1976-2016). Task: Predict the reactants needed to synthesize the given product. (1) Given the product [F:17][C:18]1[CH:19]=[CH:20][C:21]([C:22]([CH:24]2[CH2:25][CH2:26][N:27]([CH2:30][C:31]([N:4]([CH:1]([CH3:3])[CH3:2])[CH2:5][C:6]3[NH:7][C:8](=[O:16])[C:9]4[CH2:15][O:14][CH2:13][CH2:12][C:10]=4[N:11]=3)=[O:32])[CH2:28][CH2:29]2)=[O:23])=[CH:34][CH:35]=1, predict the reactants needed to synthesize it. The reactants are: [CH:1]([NH:4][CH2:5][C:6]1[NH:7][C:8](=[O:16])[C:9]2[CH2:15][O:14][CH2:13][CH2:12][C:10]=2[N:11]=1)([CH3:3])[CH3:2].[F:17][C:18]1[CH:35]=[CH:34][C:21]([C:22]([CH:24]2[CH2:29][CH2:28][N:27]([CH2:30][C:31](O)=[O:32])[CH2:26][CH2:25]2)=[O:23])=[CH:20][CH:19]=1. (2) Given the product [F:1][C:2]1[CH:3]=[C:4]([C:9]2[C:10]3[CH2:29][C:34]4([O:33][CH2:32][CH2:31][O:30]4)[CH2:27][CH2:26][C:11]=3[N:12]([C:14]([NH:16][C@@H:17]([C:22]([CH3:23])([CH3:25])[CH3:24])[C:18]([NH:20][CH3:21])=[O:19])=[O:15])[N:13]=2)[CH:5]=[CH:6][C:7]=1[F:8], predict the reactants needed to synthesize it. The reactants are: [F:1][C:2]1[CH:3]=[C:4]([C:9]2[C:10]3[CH2:29]O[CH2:27][CH2:26][C:11]=3[N:12]([C:14]([NH:16][C@@H:17]([C:22]([CH3:25])([CH3:24])[CH3:23])[C:18]([NH:20][CH3:21])=[O:19])=[O:15])[N:13]=2)[CH:5]=[CH:6][C:7]=1[F:8].[O:30]1[C:34]2(CCC(=O)CC2)[O:33][CH2:32][CH2:31]1.